Task: Binary Classification. Given a drug SMILES string, predict its activity (active/inactive) in a high-throughput screening assay against a specified biological target.. Dataset: M1 muscarinic receptor antagonist screen with 61,756 compounds The compound is S(=O)(=O)(N1CCC(CC1)C(=O)NCCc1cc(OCC)c(OCC)cc1)CC. The result is 0 (inactive).